From a dataset of Forward reaction prediction with 1.9M reactions from USPTO patents (1976-2016). Predict the product of the given reaction. Given the reactants [H][H].[CH3:3][O:4][C:5]([C:7]1[N:8]=[C:9]([NH:12][C:13](=[O:40])[C@@H:14]([N:22]2[C:26](=[O:27])[C@H:25]([CH2:28][C:29]3C=CC4C(=CC=CC=4)[CH:30]=3)[NH:24][C:23]2=[O:39])[CH2:15][CH:16]2[CH2:21][CH2:20][CH2:19][CH2:18][CH2:17]2)[S:10][CH:11]=1)=[O:6], predict the reaction product. The product is: [CH3:3][O:4][C:5]([C:7]1[N:8]=[C:9]([NH:12][C:13](=[O:40])[C@@H:14]([N:22]2[C:26](=[O:27])[C@@H:25]([CH2:28][CH2:29][CH3:30])[NH:24][C:23]2=[O:39])[CH2:15][CH:16]2[CH2:21][CH2:20][CH2:19][CH2:18][CH2:17]2)[S:10][CH:11]=1)=[O:6].